Task: Predict the reactants needed to synthesize the given product.. Dataset: Full USPTO retrosynthesis dataset with 1.9M reactions from patents (1976-2016) (1) Given the product [Cl:27][C:28]1[CH:36]=[CH:35][CH:34]=[CH:33][C:29]=1[C:30]([NH:1][C:2]1[CH:3]=[C:4]([C:11]2[N:16]3[N:17]=[CH:18][C:19]([C:20]([C:22]4[S:23][CH:24]=[CH:25][CH:26]=4)=[O:21])=[C:15]3[N:14]=[CH:13][CH:12]=2)[CH:5]=[CH:6][C:7]=1[N:8]([CH3:9])[CH3:10])=[O:31], predict the reactants needed to synthesize it. The reactants are: [NH2:1][C:2]1[CH:3]=[C:4]([C:11]2[N:16]3[N:17]=[CH:18][C:19]([C:20]([C:22]4[S:23][CH:24]=[CH:25][CH:26]=4)=[O:21])=[C:15]3[N:14]=[CH:13][CH:12]=2)[CH:5]=[CH:6][C:7]=1[N:8]([CH3:10])[CH3:9].[Cl:27][C:28]1[CH:36]=[CH:35][CH:34]=[CH:33][C:29]=1[C:30](Cl)=[O:31]. (2) Given the product [CH2:1]([O:8][C:9]([N:11]1[CH2:16][CH2:15][CH:14]([CH2:17][NH:18][C:19]2[C:24]([O:27][CH3:26])=[N:23][CH:22]=[CH:21][N:20]=2)[CH2:13][CH2:12]1)=[O:10])[C:2]1[CH:7]=[CH:6][CH:5]=[CH:4][CH:3]=1, predict the reactants needed to synthesize it. The reactants are: [CH2:1]([O:8][C:9]([N:11]1[CH2:16][CH2:15][CH:14]([CH2:17][NH:18][C:19]2[C:24](Cl)=[N:23][CH:22]=[CH:21][N:20]=2)[CH2:13][CH2:12]1)=[O:10])[C:2]1[CH:7]=[CH:6][CH:5]=[CH:4][CH:3]=1.[CH3:26][O-:27].[Na+]. (3) Given the product [C:19]([O:18][C:16]([NH:15][C@H:5]1[CH2:6][C@H:7]([C:10]([O:12][CH2:13][CH3:14])=[O:11])[CH2:8][CH2:9][C@H:4]1[NH2:1])=[O:17])([CH3:22])([CH3:21])[CH3:20], predict the reactants needed to synthesize it. The reactants are: [N:1]([C@@H:4]1[CH2:9][CH2:8][C@@H:7]([C:10]([O:12][CH2:13][CH3:14])=[O:11])[CH2:6][C@@H:5]1[NH:15][C:16]([O:18][C:19]([CH3:22])([CH3:21])[CH3:20])=[O:17])=[N+]=[N-].[H][H]. (4) Given the product [NH2:13][C@@H:11]1[CH2:10][NH:9][C@@H:8]([C:1]([OH:3])=[O:2])[CH2:12]1, predict the reactants needed to synthesize it. The reactants are: [C:1]([C@:8]1(C(O)=O)[CH2:12][C@H:11]([NH2:13])[CH2:10][N:9]1C(OCC1C2C(=CC=CC=2)C2C1=CC=CC=2)=O)([O:3]C(C)(C)C)=[O:2].C(NCC)C. (5) Given the product [C:1]([O:5][C@@H:6]([C:10]1[C:19]([CH2:20][N:32]([CH3:33])[CH3:30])=[CH:18][C:17]2[C:12](=[CH:13][CH:14]=[CH:15][CH:16]=2)[C:11]=1[C:21]1[CH:26]=[CH:25][C:24]([Cl:27])=[CH:23][CH:22]=1)[C:7]([OH:9])=[O:8])([CH3:4])([CH3:2])[CH3:3], predict the reactants needed to synthesize it. The reactants are: [C:1]([O:5][C@@H:6]([C:10]1[C:19]([CH3:20])=[CH:18][C:17]2[C:12](=[CH:13][CH:14]=[CH:15][CH:16]=2)[C:11]=1[C:21]1[CH:26]=[CH:25][C:24]([Cl:27])=[CH:23][CH:22]=1)[C:7]([OH:9])=[O:8])([CH3:4])([CH3:3])[CH3:2].C1[C:33](=O)[N:32](Br)[C:30](=O)C1.CC(N=NC(C#N)(C)C)(C#N)C.C(Cl)Cl. (6) Given the product [CH:1]1([N:6]2[C:14]3[C:9](=[CH:10][C:11]([O:28][C@H:29]([C:33]4[CH:38]=[CH:37][CH:36]=[CH:35][CH:34]=4)[C@@H:30]([NH2:32])[CH3:31])=[CH:12][CH:13]=3)[CH:8]=[N:7]2)[CH2:5][CH2:4][CH2:3][CH2:2]1, predict the reactants needed to synthesize it. The reactants are: [CH:1]1([N:6]2[C:14]3[C:9](=[CH:10][C:11](I)=[CH:12][CH:13]=3)[CH:8]=[N:7]2)[CH2:5][CH2:4][CH2:3][CH2:2]1.C(N1C2C(=CC([O:28][C@H:29]([C:33]3[CH:38]=[CH:37][CH:36]=[CH:35][CH:34]=3)[C@@H:30]([NH2:32])[CH3:31])=CC=2)C=N1)(C)C.